The task is: Predict the product of the given reaction.. This data is from Forward reaction prediction with 1.9M reactions from USPTO patents (1976-2016). (1) The product is: [Br:15][CH:16]([C:20]1[CH:21]=[CH:43][CH:44]=[CH:39][CH:40]=1)[C:17]([NH:10][C:8]1[S:9][C:5]([CH2:4][C:3]2[CH:11]=[CH:12][CH:13]=[CH:14][C:2]=2[Cl:1])=[CH:6][N:7]=1)=[O:19]. Given the reactants [Cl:1][C:2]1[CH:14]=[CH:13][CH:12]=[CH:11][C:3]=1[CH2:4][C:5]1[S:9][C:8]([NH2:10])=[N:7][CH:6]=1.[Br:15][CH:16]([CH2:20][CH3:21])[C:17]([OH:19])=O.C(N(CC)CC)C.F[P-](F)(F)(F)(F)F.N1(OC(N(C)C)=[N+](C)C)[C:40]2N=C[CH:43]=[CH:44][C:39]=2N=N1, predict the reaction product. (2) Given the reactants [Br:1][C:2]1[C:3]([N:18]2[CH2:23][CH2:22][C:21]([C:25]#[N:26])([CH3:24])[CH2:20][CH2:19]2)=[C:4]([C@H:10]([OH:17])[C:11]([O:13][CH:14]([CH3:16])[CH3:15])=[O:12])[C:5]([CH3:9])=[N:6][C:7]=1[CH3:8], predict the reaction product. The product is: [Br:1][C:2]1[C:3]([N:18]2[CH2:19][CH2:20][C:21]([C:25]#[N:26])([CH3:24])[CH2:22][CH2:23]2)=[C:4]([C@H:10]([O:17][C:4]([CH3:10])([CH3:5])[CH3:3])[C:11]([O:13][CH:14]([CH3:16])[CH3:15])=[O:12])[C:5]([CH3:9])=[N:6][C:7]=1[CH3:8]. (3) Given the reactants [CH3:1][O:2][C:3]1[CH:4]=[N:5][CH:6]=[C:7]([O:9][CH3:10])[CH:8]=1.[Li]CCCC.CN([CH:19]=[O:20])C, predict the reaction product. The product is: [CH3:10][O:9][C:7]1[CH:6]=[N:5][CH:4]=[C:3]([O:2][CH3:1])[C:8]=1[CH:19]=[O:20]. (4) Given the reactants [Br:1][C:2]1[CH:7]=[C:6]([N+:8]([O-])=O)[C:5]([CH3:11])=[CH:4][C:3]=1[CH3:12].[CH:13]([Mg]Br)=[CH2:14].O, predict the reaction product. The product is: [Br:1][C:2]1[C:3]([CH3:12])=[CH:4][C:5]([CH3:11])=[C:6]2[C:7]=1[CH:13]=[CH:14][NH:8]2. (5) Given the reactants [OH:1][C:2]1[CH:3]=[C:4]([CH:16]=[CH:17][C:18]=1[O:19][CH3:20])[CH:5]=[C:6]1[C:11](=[O:12])[O:10][C:9]([CH3:14])([CH3:13])[O:8][C:7]1=[O:15].[CH:21]1([Mg]Br)[CH2:23][CH2:22]1.Cl.C(=O)([O-])O.[Na+], predict the reaction product. The product is: [CH:21]1([CH:5]([C:4]2[CH:16]=[CH:17][C:18]([O:19][CH3:20])=[C:2]([OH:1])[CH:3]=2)[CH:6]2[C:11](=[O:12])[O:10][C:9]([CH3:13])([CH3:14])[O:8][C:7]2=[O:15])[CH2:23][CH2:22]1. (6) Given the reactants [N+:1]([C:4]1[CH:26]=[CH:25][C:7]([C:8]([O:10][CH2:11][CH2:12][CH2:13][CH2:14][CH2:15][CH2:16][CH2:17][CH2:18][CH2:19][CH2:20][CH2:21][CH2:22][CH2:23][CH3:24])=[O:9])=[CH:6][CH:5]=1)([O-])=O.C(OCC)(=O)C, predict the reaction product. The product is: [NH2:1][C:4]1[CH:5]=[CH:6][C:7]([C:8]([O:10][CH2:11][CH2:12][CH2:13][CH2:14][CH2:15][CH2:16][CH2:17][CH2:18][CH2:19][CH2:20][CH2:21][CH2:22][CH2:23][CH3:24])=[O:9])=[CH:25][CH:26]=1. (7) Given the reactants F[C:2]1[CH:11]=[C:10]([C:12]2[N:17]=[C:16]3[N:18]([CH2:21][C:22]4[CH:23]=[C:24]5[C:29](=[CH:30][CH:31]=4)[N:28]=[CH:27][CH:26]=[CH:25]5)[N:19]=[N:20][C:15]3=[CH:14][CH:13]=2)[CH:9]=[CH:8][C:3]=1C(NC)=O.[CH:32]([NH:35][S:36](C1C=CC(B(O)O)=CC=1)(=[O:38])=[O:37])([CH3:34])[CH3:33].C(=O)([O-])[O-].[K+].[K+].O1CCOCC1, predict the reaction product. The product is: [CH:32]([NH:35][S:36]([C:3]1[CH:2]=[CH:11][C:10]([C:12]2[N:17]=[C:16]3[N:18]([CH2:21][C:22]4[CH:23]=[C:24]5[C:29](=[CH:30][CH:31]=4)[N:28]=[CH:27][CH:26]=[CH:25]5)[N:19]=[N:20][C:15]3=[CH:14][CH:13]=2)=[CH:9][CH:8]=1)(=[O:38])=[O:37])([CH3:34])[CH3:33].